This data is from NCI-60 drug combinations with 297,098 pairs across 59 cell lines. The task is: Regression. Given two drug SMILES strings and cell line genomic features, predict the synergy score measuring deviation from expected non-interaction effect. Drug 1: CC12CCC3C(C1CCC2=O)CC(=C)C4=CC(=O)C=CC34C. Drug 2: CC1C(C(CC(O1)OC2CC(CC3=C2C(=C4C(=C3O)C(=O)C5=C(C4=O)C(=CC=C5)OC)O)(C(=O)C)O)N)O.Cl. Cell line: UO-31. Synergy scores: CSS=38.1, Synergy_ZIP=3.73, Synergy_Bliss=3.66, Synergy_Loewe=5.40, Synergy_HSA=6.07.